Dataset: Catalyst prediction with 721,799 reactions and 888 catalyst types from USPTO. Task: Predict which catalyst facilitates the given reaction. Reactant: [CH3:1][C:2]1[C:6]([C:7]([NH2:9])=[O:8])=[C:5]([NH:10][C:11](=O)[CH2:12][CH:13]([CH3:15])[CH3:14])[S:4][N:3]=1. Product: [CH2:12]([C:11]1[NH:9][C:7](=[O:8])[C:6]2[C:2]([CH3:1])=[N:3][S:4][C:5]=2[N:10]=1)[CH:13]([CH3:15])[CH3:14]. The catalyst class is: 328.